Dataset: Forward reaction prediction with 1.9M reactions from USPTO patents (1976-2016). Task: Predict the product of the given reaction. (1) Given the reactants [O:1]1[CH2:5][CH2:4][CH2:3][C@@H:2]1[CH2:6][NH2:7].C([N:10]([CH2:13]C)CC)C.C(=S)=[S:16].OO.N.CO, predict the reaction product. The product is: [O:1]1[CH2:5][CH2:4][CH2:3][C@@H:2]1[CH2:6][NH:7][C:13]([NH2:10])=[S:16]. (2) Given the reactants C([O:3][C:4](=O)[C:5]([O:8][C:9]1[CH:10]=[N:11][C:12]([NH:15][C:16]2[C:17](=[O:24])[N:18]([CH3:23])[N:19]=[C:20]([Cl:22])[CH:21]=2)=[CH:13][CH:14]=1)([CH3:7])[CH3:6])C.C(=O)=O.C(#N)C.[H-].[Al+3].[Li+].[H-].[H-].[H-], predict the reaction product. The product is: [Cl:22][C:20]1[CH:21]=[C:16]([NH:15][C:12]2[CH:13]=[CH:14][C:9]([O:8][C:5]([CH3:7])([CH3:6])[CH2:4][OH:3])=[CH:10][N:11]=2)[C:17](=[O:24])[N:18]([CH3:23])[N:19]=1.